From a dataset of Reaction yield outcomes from USPTO patents with 853,638 reactions. Predict the reaction yield, written as a fraction of the theoretical maximum amount of product (1.0 means a 100% yield; for example, 0.34 means a 34% yield). (1) The reactants are F.F.F.C(N(CC)CC)C.C(N(CC)CC)C.[Si]([O:35][CH2:36][C@H:37]1[O:41][C@@H:40]([N:42]2[CH:49]=[C:48]([CH3:50])[C:46](=[O:47])[NH:45][C:43]2=[O:44])[C@H:39]([O:51][CH2:52][CH2:53][O:54][N:55]([CH3:57])[CH3:56])[C@@H:38]1[OH:58])(C(C)(C)C)(C1C=CC=CC=1)C1C=CC=CC=1.CO. The catalyst is C1COCC1.C(Cl)Cl. The product is [CH3:56][N:55]([CH3:57])[O:54][CH2:53][CH2:52][O:51][C@@H:39]1[C@H:38]([OH:58])[C@@H:37]([CH2:36][OH:35])[O:41][C@H:40]1[N:42]1[CH:49]=[C:48]([CH3:50])[C:46](=[O:47])[NH:45][C:43]1=[O:44]. The yield is 0.925. (2) The reactants are [NH:1]1[C:9]2[C:4](=[CH:5][CH:6]=[CH:7][CH:8]=2)[C:3]([CH:10]=[CH:11][C:12](=[O:17])[CH2:13][C:14](=[O:16])[CH3:15])=[CH:2]1.[B]=O.[N:20]1[CH:25]=[CH:24][CH:23]=[CH:22][C:21]=1[CH2:26][O:27][C:28]1[CH:35]=[CH:34][C:31]([CH:32]=O)=[CH:30][CH:29]=1.B(OC(C)C)(OC(C)C)OC(C)C.N1CCCCC1.Cl.C(=O)(O)[O-].[Na+]. The catalyst is C(OCC)(=O)C.[Cl-].[Na+].O. The product is [NH:1]1[C:9]2[C:4](=[CH:5][CH:6]=[CH:7][CH:8]=2)[C:3](/[CH:10]=[CH:11]/[C:12](=[O:17])[CH2:13][C:14](=[O:16])/[CH:15]=[CH:32]/[C:31]2[CH:30]=[CH:29][C:28]([O:27][CH2:26][C:21]3[CH:22]=[CH:23][CH:24]=[CH:25][N:20]=3)=[CH:35][CH:34]=2)=[CH:2]1. The yield is 0.450. (3) The reactants are Br[C:2]1[O:3][C:4]2[C:24]([O:25]C(=O)C)=[C:23]([O:29][CH3:30])[CH:22]=[CH:21][C:5]=2[C:6]=1[C:7](=[O:20])[C:8]1[CH:13]=[C:12]([O:14][CH3:15])[C:11]([O:16][CH3:17])=[C:10]([O:18][CH3:19])[CH:9]=1.[NH2:31][CH2:32][C:33]([OH:35])=[O:34].C(=O)([O-])[O-].[K+].[K+]. The catalyst is CC#N.O. The product is [OH:25][C:24]1[C:4]2[O:3][C:2]([NH:31][CH2:32][C:33]([OH:35])=[O:34])=[C:6]([C:7](=[O:20])[C:8]3[CH:13]=[C:12]([O:14][CH3:15])[C:11]([O:16][CH3:17])=[C:10]([O:18][CH3:19])[CH:9]=3)[C:5]=2[CH:21]=[CH:22][C:23]=1[O:29][CH3:30]. The yield is 0.510. (4) The reactants are [CH3:1][C:2](=[CH2:11])[CH:3]([C:5]1[CH:6]=[N:7][CH:8]=[CH:9][CH:10]=1)[OH:4].[CH2:12]([Zn]CC)C.ICI.[Cl-].[NH4+]. The catalyst is ClCCl.O. The product is [CH3:11][C:2]1([CH:3]([C:5]2[CH:6]=[N:7][CH:8]=[CH:9][CH:10]=2)[OH:4])[CH2:12][CH2:1]1. The yield is 0.780. (5) The reactants are [Cl:1][C:2]1[C:10]2[N:9]=[C:8]3[N:11]([C:16]4[C:17]([CH3:24])=[CH:18][C:19](C#N)=[N:20][CH:21]=4)[CH2:12][CH2:13][CH2:14][CH2:15][N:7]3[C:6]=2[C:5]([CH:25]([CH2:28][CH3:29])[CH2:26][CH3:27])=[CH:4][CH:3]=1.C[Mg]Br.C([O:35][CH2:36][CH3:37])C.C(=O)([O-])O.[Na+]. The catalyst is O1CCCC1.Cl. The product is [Cl:1][C:2]1[C:10]2[N:9]=[C:8]3[N:11]([C:16]4[C:17]([CH3:24])=[CH:18][C:19]([C:36](=[O:35])[CH3:37])=[N:20][CH:21]=4)[CH2:12][CH2:13][CH2:14][CH2:15][N:7]3[C:6]=2[C:5]([CH:25]([CH2:28][CH3:29])[CH2:26][CH3:27])=[CH:4][CH:3]=1. The yield is 0.810. (6) The reactants are [C:1]([N:8]1[CH2:11][C:10](=[O:12])[CH2:9]1)([O:3][C:4]([CH3:7])([CH3:6])[CH3:5])=[O:2].[CH3:13][Si:14]([CH3:23])([CH3:22])[C:15]#[C:16][C:17]1[CH:21]=[CH:20][S:19][CH:18]=1. The catalyst is C1(C)C=CC=CC=1. The product is [O:12]=[C:10]1[CH2:9][N:8]([C:1]([O:3][C:4]([CH3:7])([CH3:6])[CH3:5])=[O:2])[CH2:11][C:16]([C:17]2[CH:21]=[CH:20][S:19][CH:18]=2)=[C:15]1[Si:14]([CH3:22])([CH3:13])[CH3:23]. The yield is 0.800.